From a dataset of Full USPTO retrosynthesis dataset with 1.9M reactions from patents (1976-2016). Predict the reactants needed to synthesize the given product. (1) Given the product [Cl:35][C:29]1[CH:30]=[CH:31][CH:32]=[C:33]([Cl:34])[C:28]=1[C:21]1[C:20]([CH2:19][O:18][C:15]2[N:14]=[C:13]([CH3:36])[C:12]([N:11]([CH3:42])[S:10]([C:7]3[CH:8]=[CH:9][C:4]([C:3]([OH:2])=[O:39])=[CH:5][CH:6]=3)(=[O:38])=[O:37])=[CH:17][CH:16]=2)=[C:24]([CH:25]([CH3:27])[CH3:26])[O:23][N:22]=1, predict the reactants needed to synthesize it. The reactants are: C[O:2][C:3](=[O:39])[C:4]1[CH:9]=[CH:8][C:7]([S:10](=[O:38])(=[O:37])[NH:11][C:12]2[C:13]([CH3:36])=[N:14][C:15]([O:18][CH2:19][C:20]3[C:21]([C:28]4[C:33]([Cl:34])=[CH:32][CH:31]=[CH:30][C:29]=4[Cl:35])=[N:22][O:23][C:24]=3[CH:25]([CH3:27])[CH3:26])=[CH:16][CH:17]=2)=[CH:6][CH:5]=1.[H-].[Na+].[CH3:42]I.[OH-].[Na+]. (2) Given the product [F:27][C:25]([F:26])([F:28])[C:17]1[CH:16]=[C:15]([CH:20]=[C:19]([C:21]([F:23])([F:22])[F:24])[CH:18]=1)[CH2:14][O:13][C:11]([N:9]1[CH2:8][CH2:7][CH2:6][N:5]2[N:1]=[C:2]([C:29]([OH:31])=[O:30])[CH:3]=[C:4]2[CH2:10]1)=[O:12], predict the reactants needed to synthesize it. The reactants are: [N:1]1[N:5]2[CH2:6][CH2:7][CH2:8][N:9]([C:11]([O:13][CH2:14][C:15]3[CH:20]=[C:19]([C:21]([F:24])([F:23])[F:22])[CH:18]=[C:17]([C:25]([F:28])([F:27])[F:26])[CH:16]=3)=[O:12])[CH2:10][C:4]2=[CH:3][C:2]=1[C:29]([O:31]CC)=[O:30].[OH-].[Na+].CO.Cl. (3) Given the product [O:31]1[CH2:32][CH2:33][N:28]([C:26](=[O:27])[CH2:25][NH:24][C:2]2[CH:6]=[C:5]([C:7]3[CH:12]=[CH:11][C:10]([O:13][C:14]4[CH:19]=[CH:18][CH:17]=[CH:16][CH:15]=4)=[CH:9][CH:8]=3)[S:4][C:3]=2[C:20]([O:22][CH3:23])=[O:21])[CH2:29][CH2:30]1, predict the reactants needed to synthesize it. The reactants are: Br[C:2]1[CH:6]=[C:5]([C:7]2[CH:12]=[CH:11][C:10]([O:13][C:14]3[CH:19]=[CH:18][CH:17]=[CH:16][CH:15]=3)=[CH:9][CH:8]=2)[S:4][C:3]=1[C:20]([O:22][CH3:23])=[O:21].[NH2:24][CH2:25][C:26]([N:28]1[CH2:33][CH2:32][O:31][CH2:30][CH2:29]1)=[O:27].Cl.C([O-])([O-])=O.[Cs+].[Cs+].C1C=CC(P(C2C(C3C(P(C4C=CC=CC=4)C4C=CC=CC=4)=CC=C4C=3C=CC=C4)=C3C(C=CC=C3)=CC=2)C2C=CC=CC=2)=CC=1. (4) The reactants are: [Cl:1][C:2]1[N:7]=[C:6]([Cl:8])[C:5]([Cl:9])=[C:4]([Cl:10])[N:3]=1.[CH3:11][C:12]1[CH:18]=[C:17]([CH3:19])[CH:16]=[C:15]([CH3:20])[C:13]=1[NH2:14]. Given the product [Cl:10][C:4]1[C:5]([Cl:9])=[C:6]([Cl:8])[N:7]=[C:2]([NH:14][C:13]2[C:15]([CH3:20])=[CH:16][C:17]([CH3:19])=[CH:18][C:12]=2[CH3:11])[N:3]=1.[Cl:1][C:2]1[N:3]=[C:4]([NH:14][C:13]2[C:15]([CH3:20])=[CH:16][C:17]([CH3:19])=[CH:18][C:12]=2[CH3:11])[C:5]([Cl:9])=[C:6]([Cl:8])[N:7]=1, predict the reactants needed to synthesize it.